Dataset: Full USPTO retrosynthesis dataset with 1.9M reactions from patents (1976-2016). Task: Predict the reactants needed to synthesize the given product. Given the product [CH2:12]([O:14][CH:15]([O:18][CH2:19][CH3:20])[C:16]#[C:17][C:2]1[CH:3]=[C:4]2[C:9](=[CH:10][CH:11]=1)[N:8]=[CH:7][CH:6]=[CH:5]2)[CH3:13], predict the reactants needed to synthesize it. The reactants are: Br[C:2]1[CH:3]=[C:4]2[C:9](=[CH:10][CH:11]=1)[N:8]=[CH:7][CH:6]=[CH:5]2.[CH2:12]([O:14][CH:15]([O:18][CH2:19][CH3:20])[C:16]#[CH:17])[CH3:13].C(N(CC)CC)C.C1(P(C2C=CC=CC=2)C2C=CC=CC=2)C=CC=CC=1.CN(C)C=O.